This data is from Reaction yield outcomes from USPTO patents with 853,638 reactions. The task is: Predict the reaction yield, written as a fraction of the theoretical maximum amount of product (1.0 means a 100% yield; for example, 0.34 means a 34% yield). (1) The reactants are [Cl:1][C:2]1[CH:3]=[C:4]([CH:31]=[CH:32][C:33]=1[F:34])[C:5]([O:7][C@H:8]1[C@@H:13]([NH:14]C(OC(C)(C)C)=O)[C:12]2[CH:22]=[C:23]([C:26](=[O:28])[CH3:27])[CH:24]=[CH:25][C:11]=2[O:10][C:9]1([CH3:30])[CH3:29])=[O:6].Cl. The yield is 0.255. The product is [ClH:1].[Cl:1][C:2]1[CH:3]=[C:4]([CH:31]=[CH:32][C:33]=1[F:34])[C:5]([O:7][C@H:8]1[C@@H:13]([NH2:14])[C:12]2[CH:22]=[C:23]([C:26](=[O:28])[CH3:27])[CH:24]=[CH:25][C:11]=2[O:10][C:9]1([CH3:30])[CH3:29])=[O:6]. The catalyst is C(Cl)Cl.O1CCOCC1. (2) The reactants are N[C:2]1[NH:3][C:4](=[O:18])[C:5]2[N:6]([CH2:11][C:12]3[CH:17]=[CH:16][CH:15]=[CH:14][CH:13]=3)[CH:7]=[N:8][C:9]=2[N:10]=1.C(=O)([O-])[O-:20].[K+].[K+].[CH3:25][Si:26]([CH3:33])([CH3:32])[CH2:27][CH2:28][O:29][CH2:30]Cl. The catalyst is CN(C=O)C.O. The product is [CH2:11]([N:6]1[C:5]2[C:4](=[O:18])[NH:3][C:2](=[O:20])[N:10]([CH2:30][O:29][CH2:28][CH2:27][Si:26]([CH3:33])([CH3:32])[CH3:25])[C:9]=2[N:8]=[CH:7]1)[C:12]1[CH:13]=[CH:14][CH:15]=[CH:16][CH:17]=1. The yield is 1.00. (3) The reactants are CC(C)([O-])C.[Na+].[C:7]([O:13][CH3:14])(=[O:12])[C:8]([O:10]C)=O.[C:15]([C:18]1[C:19](=[O:39])[N:20]([CH2:32][C:33]2[CH:38]=[CH:37][CH:36]=[CH:35][CH:34]=2)[C:21](=[O:31])[N:22]([CH2:24][C:25]2[CH:30]=[CH:29][CH:28]=[CH:27][CH:26]=2)[CH:23]=1)(=[O:17])[CH3:16]. The catalyst is C1COCC1. The product is [CH2:24]([N:22]1[CH:23]=[C:18]([C:15](=[O:17])[CH:16]=[C:8]([OH:10])[C:7]([O:13][CH3:14])=[O:12])[C:19](=[O:39])[N:20]([CH2:32][C:33]2[CH:38]=[CH:37][CH:36]=[CH:35][CH:34]=2)[C:21]1=[O:31])[C:25]1[CH:26]=[CH:27][CH:28]=[CH:29][CH:30]=1. The yield is 0.291.